Dataset: Merck oncology drug combination screen with 23,052 pairs across 39 cell lines. Task: Regression. Given two drug SMILES strings and cell line genomic features, predict the synergy score measuring deviation from expected non-interaction effect. (1) Drug 2: CCc1c2c(nc3ccc(O)cc13)-c1cc3c(c(=O)n1C2)COC(=O)C3(O)CC. Drug 1: CC(C)CC(NC(=O)C(Cc1ccccc1)NC(=O)c1cnccn1)B(O)O. Synergy scores: synergy=-1.82. Cell line: EFM192B. (2) Drug 1: O=S1(=O)NC2(CN1CC(F)(F)F)C1CCC2Cc2cc(C=CCN3CCC(C(F)(F)F)CC3)ccc2C1. Drug 2: COc1cc(C2c3cc4c(cc3C(OC3OC5COC(C)OC5C(O)C3O)C3COC(=O)C23)OCO4)cc(OC)c1O. Cell line: NCIH460. Synergy scores: synergy=-8.13. (3) Drug 1: CC1CC2C3CCC4=CC(=O)C=CC4(C)C3(F)C(O)CC2(C)C1(O)C(=O)CO. Drug 2: COC1CC2CCC(C)C(O)(O2)C(=O)C(=O)N2CCCCC2C(=O)OC(C(C)CC2CCC(OP(C)(C)=O)C(OC)C2)CC(=O)C(C)C=C(C)C(O)C(OC)C(=O)C(C)CC(C)C=CC=CC=C1C. Cell line: HT144. Synergy scores: synergy=7.98. (4) Drug 1: CN(Cc1cnc2nc(N)nc(N)c2n1)c1ccc(C(=O)NC(CCC(=O)O)C(=O)O)cc1. Drug 2: C=CCn1c(=O)c2cnc(Nc3ccc(N4CCN(C)CC4)cc3)nc2n1-c1cccc(C(C)(C)O)n1. Cell line: NCIH1650. Synergy scores: synergy=-5.79. (5) Synergy scores: synergy=-99.7. Drug 2: CC1(c2nc3c(C(N)=O)cccc3[nH]2)CCCN1. Drug 1: CCC1=CC2CN(C1)Cc1c([nH]c3ccccc13)C(C(=O)OC)(c1cc3c(cc1OC)N(C)C1C(O)(C(=O)OC)C(OC(C)=O)C4(CC)C=CCN5CCC31C54)C2. Cell line: NCIH23. (6) Drug 1: COc1cccc2c1C(=O)c1c(O)c3c(c(O)c1C2=O)CC(O)(C(=O)CO)CC3OC1CC(N)C(O)C(C)O1. Drug 2: NC1(c2ccc(-c3nc4ccn5c(=O)[nH]nc5c4cc3-c3ccccc3)cc2)CCC1. Cell line: HT144. Synergy scores: synergy=27.6. (7) Drug 1: COc1cccc2c1C(=O)c1c(O)c3c(c(O)c1C2=O)CC(O)(C(=O)CO)CC3OC1CC(N)C(O)C(C)O1. Drug 2: COC1CC2CCC(C)C(O)(O2)C(=O)C(=O)N2CCCCC2C(=O)OC(C(C)CC2CCC(OP(C)(C)=O)C(OC)C2)CC(=O)C(C)C=C(C)C(O)C(OC)C(=O)C(C)CC(C)C=CC=CC=C1C. Cell line: HT29. Synergy scores: synergy=23.0.